From a dataset of Caco-2 cell permeability data measuring drug intestinal absorption for ~900 compounds. Regression/Classification. Given a drug SMILES string, predict its absorption, distribution, metabolism, or excretion properties. Task type varies by dataset: regression for continuous measurements (e.g., permeability, clearance, half-life) or binary classification for categorical outcomes (e.g., BBB penetration, CYP inhibition). For this dataset (caco2_wang), we predict Y. (1) The compound is Oc1ccncc1. The Y is -4.11 log Papp (cm/s). (2) The molecule is C=C1C[C@@H]2[C@H](CC[C@]3(C)C(=O)CC[C@@H]23)[C@@]2(C)C=CC(=O)C=C12. The Y is -4.33 log Papp (cm/s). (3) The drug is OCCN1CCN(CC/C=C2/c3ccccc3Sc3ccc(C(F)(F)F)cc32)CC1. The Y is -4.89 log Papp (cm/s). (4) The drug is COc1cc(-c2oc3cc(O)cc(O)c3c(=O)c2O[C@@H]2O[C@H](CO[C@@H]3O[C@@H](C)[C@H](O)[C@@H](O)[C@H]3O)[C@@H](O)[C@H](O)[C@H]2O)ccc1O. The Y is -6.54 log Papp (cm/s). (5) The drug is Cc1oc(=O)oc1COC(=O)N1CCC(N2CCN(CC(=O)c3ccc(OCC(=O)OC4CCCCC4)cc3)C(=O)C2)CC1. The Y is -4.31 log Papp (cm/s).